Dataset: Full USPTO retrosynthesis dataset with 1.9M reactions from patents (1976-2016). Task: Predict the reactants needed to synthesize the given product. (1) Given the product [N:1]([CH2:6][CH2:7][N:8]1[C:20]2[C:19]3[CH:18]=[CH:17][CH:16]=[CH:15][C:14]=3[N:13]=[C:12]([NH2:21])[C:11]=2[N:10]=[C:9]1[CH2:22][O:23][CH2:24][CH3:25])=[N+:2]=[N-:3], predict the reactants needed to synthesize it. The reactants are: [N-:1]=[N+:2]=[N-:3].[Na+].Cl[CH2:6][CH2:7][N:8]1[C:20]2[C:19]3[CH:18]=[CH:17][CH:16]=[CH:15][C:14]=3[N:13]=[C:12]([NH2:21])[C:11]=2[N:10]=[C:9]1[CH2:22][O:23][CH2:24][CH3:25].O. (2) Given the product [C:26]([C:22]1[CH:21]=[C:20]([C:17]2[CH:18]=[CH:19][C:14]([F:13])=[CH:15][CH:16]=2)[N:24]([CH3:25])[N:23]=1)#[CH:1], predict the reactants needed to synthesize it. The reactants are: [CH3:1]OP(C(=[N+]=[N-])C(=O)C)(=O)OC.[F:13][C:14]1[CH:19]=[CH:18][C:17]([C:20]2[N:24]([CH3:25])[N:23]=[C:22]([CH:26]=O)[CH:21]=2)=[CH:16][CH:15]=1.C(=O)([O-])[O-].[K+].[K+]. (3) Given the product [OH:70][C@H:69]([C:71]1[CH:80]=[CH:79][C:78]([OH:81])=[C:77]2[C:72]=1[CH:73]=[CH:74][C:75](=[O:82])[NH:76]2)[CH2:68][NH:67][CH:123]([CH3:124])[CH2:122][C:118]1[CH:117]=[C:116]([CH:121]=[CH:120][CH:119]=1)[C:114]([N:112]([CH2:111][C:107]1[CH:106]=[C:105]([S:102]([C:99]2[CH:100]=[C:101]3[C:96](=[C:97]([CH3:126])[CH:98]=2)[N:95]=[CH:94][C:93]([C:127]([NH2:129])=[O:128])=[C:92]3[NH:91][C:87]2[CH:88]=[CH:89][CH:90]=[C:85]([O:84][CH3:83])[CH:86]=2)(=[O:104])=[O:103])[CH:110]=[CH:109][CH:108]=1)[CH3:113])=[O:115], predict the reactants needed to synthesize it. The reactants are: [Si](O[C@H](C1C=CC(O)=C2C=1C=CC(=O)N2)CNCCCCCCCCNC(C1C=C(S(C2C=C3C(=C(C)C=2)N=CC(C(N)=O)=C3NC2C=CC=C(OC)C=2)(=O)=O)C=CC=1)=O)(C(C)(C)C)(C)C.[NH2:67][CH2:68][C@@H:69]([C:71]1[CH:80]=[CH:79][C:78]([OH:81])=[C:77]2[C:72]=1[CH:73]=[CH:74][C:75](=[O:82])[NH:76]2)[OH:70].[CH3:83][O:84][C:85]1[CH:86]=[C:87]([NH:91][C:92]2[C:101]3[C:96](=[C:97]([CH3:126])[CH:98]=[C:99]([S:102]([C:105]4[CH:110]=[CH:109][CH:108]=[C:107]([CH2:111][N:112]([C:114]([C:116]5[CH:121]=[CH:120][CH:119]=[C:118]([CH2:122][C:123](=O)[CH3:124])[CH:117]=5)=[O:115])[CH3:113])[CH:106]=4)(=[O:104])=[O:103])[CH:100]=3)[N:95]=[CH:94][C:93]=2[C:127]([NH2:129])=[O:128])[CH:88]=[CH:89][CH:90]=1. (4) The reactants are: [C:1]([O:5][C@@H:6]([C:12]1[C:37]([CH3:38])=[CH:36][C:15]2[N:16]=[C:17]([C:19]3[CH:24]=[CH:23][N:22]=[C:21]([N:25]4[C:34](=[O:35])[C:33]5[N:32]=[CH:31][CH:30]=[CH:29][C:28]=5[CH:27]=[CH:26]4)[CH:20]=3)[S:18][C:14]=2[C:13]=1[C:39]1[CH:44]=[CH:43][C:42]([Cl:45])=[CH:41][CH:40]=1)[C:7]([O:9]CC)=[O:8])([CH3:4])([CH3:3])[CH3:2].[Li+].[I-]. Given the product [C:1]([O:5][C@@H:6]([C:12]1[C:37]([CH3:38])=[CH:36][C:15]2[N:16]=[C:17]([C:19]3[CH:24]=[CH:23][N:22]=[C:21]([N:25]4[C:34](=[O:35])[C:33]5[N:32]=[CH:31][CH:30]=[CH:29][C:28]=5[CH:27]=[CH:26]4)[CH:20]=3)[S:18][C:14]=2[C:13]=1[C:39]1[CH:44]=[CH:43][C:42]([Cl:45])=[CH:41][CH:40]=1)[C:7]([OH:9])=[O:8])([CH3:4])([CH3:2])[CH3:3], predict the reactants needed to synthesize it. (5) Given the product [Cl:1][C:2]1[N:7]=[C:6]([NH:8][C:16](=[O:24])[O:17][C:18]2[CH:23]=[CH:22][CH:21]=[CH:20][CH:19]=2)[CH:5]=[CH:4][C:3]=1[F:9], predict the reactants needed to synthesize it. The reactants are: [Cl:1][C:2]1[N:7]=[C:6]([NH2:8])[CH:5]=[CH:4][C:3]=1[F:9].N1C=CC=CC=1.[C:16](Cl)(=[O:24])[O:17][C:18]1[CH:23]=[CH:22][CH:21]=[CH:20][CH:19]=1.O.